This data is from NCI-60 drug combinations with 297,098 pairs across 59 cell lines. The task is: Regression. Given two drug SMILES strings and cell line genomic features, predict the synergy score measuring deviation from expected non-interaction effect. (1) Drug 1: CC1=C(C(=CC=C1)Cl)NC(=O)C2=CN=C(S2)NC3=CC(=NC(=N3)C)N4CCN(CC4)CCO. Drug 2: C1=CN(C=N1)CC(O)(P(=O)(O)O)P(=O)(O)O. Cell line: NCIH23. Synergy scores: CSS=13.8, Synergy_ZIP=-4.31, Synergy_Bliss=5.37, Synergy_Loewe=-5.37, Synergy_HSA=2.27. (2) Drug 1: C1CNP(=O)(OC1)N(CCCl)CCCl. Drug 2: N.N.Cl[Pt+2]Cl. Cell line: NCI-H460. Synergy scores: CSS=66.9, Synergy_ZIP=0.0833, Synergy_Bliss=0.239, Synergy_Loewe=-18.5, Synergy_HSA=2.00. (3) Drug 1: CC1=C(C(=O)C2=C(C1=O)N3CC4C(C3(C2COC(=O)N)OC)N4)N. Drug 2: C1CN(P(=O)(OC1)NCCCl)CCCl. Cell line: RXF 393. Synergy scores: CSS=-1.44, Synergy_ZIP=0.385, Synergy_Bliss=-2.94, Synergy_Loewe=-5.37, Synergy_HSA=-6.34. (4) Drug 2: CN(CC1=CN=C2C(=N1)C(=NC(=N2)N)N)C3=CC=C(C=C3)C(=O)NC(CCC(=O)O)C(=O)O. Cell line: MCF7. Drug 1: C1=CN(C=N1)CC(O)(P(=O)(O)O)P(=O)(O)O. Synergy scores: CSS=36.5, Synergy_ZIP=5.00, Synergy_Bliss=5.56, Synergy_Loewe=-17.6, Synergy_HSA=5.09.